This data is from Reaction yield outcomes from USPTO patents with 853,638 reactions. The task is: Predict the reaction yield, written as a fraction of the theoretical maximum amount of product (1.0 means a 100% yield; for example, 0.34 means a 34% yield). (1) The product is [C:54]1([C:69]2[CH:70]=[CH:71][CH:72]=[CH:73][CH:74]=2)[CH:59]=[CH:58][C:57]([CH:60]([N:67]([CH3:68])[C:11](=[O:13])[CH2:10][N:6]2[C:5]3[CH:14]=[C:15]([O:16][CH3:17])[C:2]([CH3:1])=[CH:3][C:4]=3[O:8][C:7]2=[O:9])[CH2:61][N:62]2[CH2:66][CH2:65][CH2:64][CH2:63]2)=[CH:56][CH:55]=1. The reactants are [CH3:1][C:2]1[C:15]([O:16][CH3:17])=[CH:14][C:5]2[N:6]([CH2:10][C:11]([OH:13])=O)[C:7](=[O:9])[O:8][C:4]=2[CH:3]=1.CN([P+](ON1N=NC2C=CC=CC1=2)(N(C)C)N(C)C)C.F[P-](F)(F)(F)(F)F.C(N(C(C)C)CC)(C)C.[C:54]1([C:69]2[CH:74]=[CH:73][CH:72]=[CH:71][CH:70]=2)[CH:59]=[CH:58][C:57]([CH:60]([NH:67][CH3:68])[CH2:61][N:62]2[CH2:66][CH2:65][CH2:64][CH2:63]2)=[CH:56][CH:55]=1. The catalyst is C(Cl)Cl. The yield is 0.740. (2) The reactants are Br[C:2]1[C:3]([C:9]2[CH:14]=[CH:13][C:12]([NH:15][S:16]([CH3:19])(=[O:18])=[O:17])=[CH:11][C:10]=2[CH3:20])=[C:4]([CH:7]=[O:8])[S:5][CH:6]=1.BrC1C(Br)=CSC=1C=O.OC1C=CC(B(O)O)=CC=1.[Cl:40][C:41]1[CH:46]=[CH:45][C:44](B(O)O)=[C:43]([O:50][CH3:51])[CH:42]=1. The catalyst is CCOC(C)=O. The product is [Cl:40][C:41]1[CH:46]=[CH:45][C:44]([C:2]2[C:3]([C:9]3[CH:14]=[CH:13][C:12]([NH:15][S:16]([CH3:19])(=[O:18])=[O:17])=[CH:11][C:10]=3[CH3:20])=[C:4]([CH:7]=[O:8])[S:5][CH:6]=2)=[C:43]([O:50][CH3:51])[CH:42]=1. The yield is 3.65. (3) The reactants are Cl[C:2]1[N:7]=[C:6]([NH:8][C@@H:9]([C:11]2[CH:16]=[CH:15][CH:14]=[CH:13][CH:12]=2)[CH3:10])[CH:5]=[N:4][CH:3]=1.[N:17]1[C:21]2[CH:22]=[CH:23][CH:24]=[CH:25][C:20]=2[NH:19][CH:18]=1. No catalyst specified. The product is [N:17]1([C:2]2[N:7]=[C:6]([NH:8][C@@H:9]([C:11]3[CH:16]=[CH:15][CH:14]=[CH:13][CH:12]=3)[CH3:10])[CH:5]=[N:4][CH:3]=2)[C:21]2[CH:22]=[CH:23][CH:24]=[CH:25][C:20]=2[N:19]=[CH:18]1. The yield is 0.590. (4) The reactants are C(Cl)(=O)C(Cl)=O.CS(C)=O.[C:11]([O:15][C:16]([NH:18][C:19]([CH2:38][OH:39])([CH2:25][CH2:26][CH2:27][CH2:28][B:29]1[O:33][C:32]([CH3:35])([CH3:34])[C:31]([CH3:37])([CH3:36])[O:30]1)[C:20]([O:22][CH2:23][CH3:24])=[O:21])=[O:17])([CH3:14])([CH3:13])[CH3:12].C(N(CC)CC)C. The catalyst is ClCCl. The product is [C:11]([O:15][C:16]([NH:18][C:19]([CH:38]=[O:39])([CH2:25][CH2:26][CH2:27][CH2:28][B:29]1[O:30][C:31]([CH3:37])([CH3:36])[C:32]([CH3:35])([CH3:34])[O:33]1)[C:20]([O:22][CH2:23][CH3:24])=[O:21])=[O:17])([CH3:14])([CH3:12])[CH3:13]. The yield is 0.570. (5) The reactants are [CH3:1][C:2]1([C:24]2[CH:29]=[CH:28][CH:27]=[CH:26][CH:25]=2)[O:7][C:6](=[O:8])[N:5]([C@H:9]([C:11]2[CH:12]=[C:13]([CH:21]=[CH:22][CH:23]=2)[O:14][CH2:15]C(OCC)=O)[CH3:10])[CH2:4][CH2:3]1.C[Mg]Br. The catalyst is C1COCC1. The product is [OH:7][C:2]([CH3:3])([CH3:1])[CH2:15][O:14][C:13]1[CH:12]=[C:11]([C@@H:9]([N:5]2[CH2:4][CH2:3][C:2]([CH3:1])([C:24]3[CH:29]=[CH:28][CH:27]=[CH:26][CH:25]=3)[O:7][C:6]2=[O:8])[CH3:10])[CH:23]=[CH:22][CH:21]=1. The yield is 0.750. (6) The reactants are [Cl:1][C:2]1[CH:3]=[C:4]2[C:9](=[CH:10][C:11]=1[O:12][C:13]1[CH:21]=[CH:20][C:16]([C:17](O)=[O:18])=[CH:15][CH:14]=1)[O:8][CH2:7][CH2:6][CH:5]2[C:22]([O:24][CH2:25][CH3:26])=[O:23].C(Cl)(=O)C(Cl)=O.[C:33]1([C:42]2[CH:47]=[CH:46][CH:45]=[CH:44][CH:43]=2)[CH:38]=[CH:37][C:36]([CH2:39][CH2:40][NH2:41])=[CH:35][CH:34]=1.C(N(CC)CC)C. The catalyst is ClCCl.CN(C=O)C. The product is [C:33]1([C:42]2[CH:43]=[CH:44][CH:45]=[CH:46][CH:47]=2)[CH:34]=[CH:35][C:36]([CH2:39][CH2:40][NH:41][C:17]([C:16]2[CH:15]=[CH:14][C:13]([O:12][C:11]3[CH:10]=[C:9]4[C:4]([CH:5]([C:22]([O:24][CH2:25][CH3:26])=[O:23])[CH2:6][CH2:7][O:8]4)=[CH:3][C:2]=3[Cl:1])=[CH:21][CH:20]=2)=[O:18])=[CH:37][CH:38]=1. The yield is 0.850. (7) The reactants are [O:1]1[CH:5]=[CH:4][N:3]=[CH:2]1.B.C1COCC1.[Li]CCCC.[O:17]([C:24]1[CH:25]=[C:26]2[C:31](=[CH:32][CH:33]=1)[CH2:30][CH:29]([CH:34]=[O:35])[CH2:28][CH2:27]2)[C:18]1[CH:23]=[CH:22][CH:21]=[CH:20][CH:19]=1. The catalyst is C1COCC1.CC(O)=O.CCO. The product is [O:1]1[CH:5]=[CH:4][N:3]=[C:2]1[CH:34]([CH:29]1[CH2:28][CH2:27][C:26]2[C:31](=[CH:32][CH:33]=[C:24]([O:17][C:18]3[CH:19]=[CH:20][CH:21]=[CH:22][CH:23]=3)[CH:25]=2)[CH2:30]1)[OH:35]. The yield is 0.670. (8) The reactants are [O:1]=[C:2]([CH2:8][C:9]([O:11][CH3:12])=[O:10])[CH2:3][C:4]([O:6][CH3:7])=[O:5].C([O-])(=O)C.[Na+].[Cl:18][C:19]1[CH:20]=[C:21]([N+:26]#[N:27])[CH:22]=[CH:23][C:24]=1[Cl:25]. The catalyst is C(O)C.O. The product is [Cl:18][C:19]1[CH:20]=[C:21]([NH:26]/[N:27]=[C:8](\[C:2](=[O:1])[CH2:3][C:4]([O:6][CH3:7])=[O:5])/[C:9]([O:11][CH3:12])=[O:10])[CH:22]=[CH:23][C:24]=1[Cl:25]. The yield is 0.930. (9) The reactants are [CH3:1][O:2][C:3]1[CH:9]=[CH:8][C:6]([NH2:7])=[CH:5][CH:4]=1.[N:10]#[C:11][NH2:12].[N+:13]([O-:16])([OH:15])=[O:14]. The catalyst is C(O)C. The product is [N+:13]([O-:16])([O-:15])=[O:14].[CH3:1][O:2][C:3]1[CH:9]=[CH:8][C:6]([NH:7][C:11]([NH2:12])=[NH2+:10])=[CH:5][CH:4]=1. The yield is 0.380.